From a dataset of Peptide-MHC class I binding affinity with 185,985 pairs from IEDB/IMGT. Regression. Given a peptide amino acid sequence and an MHC pseudo amino acid sequence, predict their binding affinity value. This is MHC class I binding data. (1) The peptide sequence is SWDVFGNWF. The MHC is Mamu-B8701 with pseudo-sequence Mamu-B8701. The binding affinity (normalized) is 0.467. (2) The peptide sequence is KSYCQPLPE. The MHC is HLA-B35:01 with pseudo-sequence HLA-B35:01. The binding affinity (normalized) is 0.0847. (3) The peptide sequence is GAGGWRPGPP. The MHC is Mamu-B08 with pseudo-sequence Mamu-B08. The binding affinity (normalized) is 0. (4) The MHC is HLA-A02:02 with pseudo-sequence HLA-A02:02. The binding affinity (normalized) is 0.723. The peptide sequence is LVFGIELMEV. (5) The peptide sequence is RYSIFFDY. The MHC is HLA-A24:02 with pseudo-sequence HLA-A24:02. The binding affinity (normalized) is 0.394. (6) The peptide sequence is IPQDLDSWWTSL. The MHC is H-2-Ld with pseudo-sequence H-2-Ld. The binding affinity (normalized) is 0.712.